Predict the reactants needed to synthesize the given product. From a dataset of Full USPTO retrosynthesis dataset with 1.9M reactions from patents (1976-2016). (1) Given the product [Br:1][C:2]1[CH:3]=[C:4]([CH2:8][CH2:9][NH:10][C:20](=[O:21])[C:19]([F:30])([F:29])[F:18])[CH:5]=[CH:6][CH:7]=1, predict the reactants needed to synthesize it. The reactants are: [Br:1][C:2]1[CH:3]=[C:4]([CH2:8][CH2:9][NH2:10])[CH:5]=[CH:6][CH:7]=1.C(N(CC)CC)C.[F:18][C:19]([F:30])([F:29])[C:20](O[C:20](=[O:21])[C:19]([F:30])([F:29])[F:18])=[O:21]. (2) Given the product [CH3:10][O:9][C:7]([C:4]1[CH:3]=[C:2]2[N:1]=[CH:13][C:12]([Br:11])=[CH:15][N:6]2[N:5]=1)=[O:8], predict the reactants needed to synthesize it. The reactants are: [NH2:1][C:2]1[NH:6][N:5]=[C:4]([C:7]([O:9][CH3:10])=[O:8])[CH:3]=1.[Br:11][CH:12]([CH:15]=O)[CH:13]=O. (3) Given the product [O:40]1[C:35]2[CH:34]=[CH:33][C:32]([C@H:26]([CH2:27][C:28]([O:30][CH3:31])=[O:29])[NH:25][C:24](=[O:38])[NH:23][C@@H:5]([CH2:1][CH2:2][CH2:3][CH3:4])[CH2:6][O:7][C:8](=[O:22])[N:9]([CH2:16][C:17]3[S:18][CH:19]=[CH:20][CH:21]=3)[CH2:10][C:11]3[S:12][CH:13]=[CH:14][CH:15]=3)=[CH:37][C:36]=2[O:60][CH2:41]1, predict the reactants needed to synthesize it. The reactants are: [CH2:1]([C@H:5]([NH:23][C:24](=[O:38])[NH:25][C@H:26]([C:32]1[CH:37]=[CH:36][CH:35]=[CH:34][CH:33]=1)[CH2:27][C:28]([O:30][CH3:31])=[O:29])[CH2:6][O:7][C:8](=[O:22])[N:9]([CH2:16][C:17]1[S:18][CH:19]=[CH:20][CH:21]=1)[CH2:10][C:11]1[S:12][CH:13]=[CH:14][CH:15]=1)[CH2:2][CH2:3][CH3:4].C[O:40][C:41](=[O:60])CN(C(=O)N(CC1SC=CC=1)CC1SC=CC=1)C.Cl.COC(=O)CNC.S1C=CC=C1CN(CC1SC=CC=1)C(=O)[C@@H](NC(N[C@H](C1C=CC=CC=1)C(OC)=O)=O)CCCC.Cl.COC(=O)[C@@H](C1C=CC=CC=1)N. (4) Given the product [CH2:1]([N:8]1[CH2:13][CH2:12][CH:11]([O:14][CH:18]([C:19]2[CH:24]=[CH:23][CH:22]=[CH:21][CH:20]=2)[C:17]2[CH:26]=[CH:27][CH:28]=[CH:29][C:16]=2[CH3:15])[CH2:10][CH2:9]1)[C:2]1[CH:3]=[CH:4][CH:5]=[CH:6][CH:7]=1, predict the reactants needed to synthesize it. The reactants are: [CH2:1]([N:8]1[CH2:13][CH2:12][CH:11]([OH:14])[CH2:10][CH2:9]1)[C:2]1[CH:7]=[CH:6][CH:5]=[CH:4][CH:3]=1.[CH3:15][C:16]1[CH:29]=[CH:28][CH:27]=[CH:26][C:17]=1[CH:18](O)[C:19]1[CH:24]=[CH:23][CH:22]=[CH:21][CH:20]=1.C(N1CCC(OC(C2C=CC(Cl)=CC=2)C2C=CC=CC=2Cl)CC1)C1C=CC=CC=1. (5) Given the product [NH2:24][C:7]1[C:8]2[C:13]([C:14]3[CH:19]=[CH:18][CH:17]=[C:16]([Cl:20])[CH:15]=3)=[N:12][C:11]([S:21][CH3:22])=[N:10][C:9]=2[S:23][C:6]=1[C:4]([OH:5])=[O:3], predict the reactants needed to synthesize it. The reactants are: C([O:3][C:4]([C:6]1[S:23][C:9]2[N:10]=[C:11]([S:21][CH3:22])[N:12]=[C:13]([C:14]3[CH:19]=[CH:18][CH:17]=[C:16]([Cl:20])[CH:15]=3)[C:8]=2[C:7]=1[NH2:24])=[O:5])C.[OH-].[Li+].O. (6) Given the product [CH2:1]([C:3]1[CH:4]=[C:5]([C:8]2[NH:17][C:14]3[CH:15]=[CH:16][C:11]([Br:10])=[CH:12][C:13]=3[N:18]=2)[NH:6][N:7]=1)[CH3:2], predict the reactants needed to synthesize it. The reactants are: [CH2:1]([C:3]1[CH:4]=[C:5]([CH:8]=O)[NH:6][N:7]=1)[CH3:2].[Br:10][C:11]1[CH:16]=[CH:15][C:14]([NH2:17])=[C:13]([NH2:18])[CH:12]=1.S(S([O-])=O)([O-])(=O)=O.[Na+].[Na+]. (7) Given the product [C:64]([C:63]1[C:53]([N:50]2[CH2:49][CH2:48][CH:47]([S:44]([NH:43][C:9](=[O:11])[CH2:8][C:5]3[CH:4]=[CH:3][C:2]([F:1])=[CH:7][CH:6]=3)(=[O:45])=[O:46])[CH2:52][CH2:51]2)=[N:54][C:55]([CH3:66])=[C:56]([CH:62]=1)[C:57]([O:59][CH2:60][CH3:61])=[O:58])#[N:65], predict the reactants needed to synthesize it. The reactants are: [F:1][C:2]1[CH:7]=[CH:6][C:5]([CH2:8][C:9]([OH:11])=O)=[CH:4][CH:3]=1.CN(C(ON1N=NC2C=CC=CC1=2)=[N+](C)C)C.[B-](F)(F)(F)F.CCN(C(C)C)C(C)C.[NH2:43][S:44]([CH:47]1[CH2:52][CH2:51][N:50]([C:53]2[C:63]([C:64]#[N:65])=[CH:62][C:56]([C:57]([O:59][CH2:60][CH3:61])=[O:58])=[C:55]([CH3:66])[N:54]=2)[CH2:49][CH2:48]1)(=[O:46])=[O:45].C([O-])(O)=O.[Na+]. (8) Given the product [ClH:1].[C:42]([N:26]1[CH2:27][CH2:28][CH2:29][C@H:24]([NH:23][C:21]([C:17]2[N:13]3[CH:14]=[CH:15][CH:16]=[C:11]([O:10][CH2:9][CH:3]4[CH2:8][CH2:7][CH2:6][CH2:5][CH2:4]4)[C:12]3=[N:19][C:18]=2[CH3:20])=[O:22])[CH2:25]1)(=[O:43])[NH2:41], predict the reactants needed to synthesize it. The reactants are: [ClH:1].Cl.[CH:3]1([CH2:9][O:10][C:11]2[C:12]3[N:13]([C:17]([C:21]([NH:23][C@H:24]4[CH2:29][CH2:28][CH2:27][NH:26][CH2:25]4)=[O:22])=[C:18]([CH3:20])[N:19]=3)[CH:14]=[CH:15][CH:16]=2)[CH2:8][CH2:7][CH2:6][CH2:5][CH2:4]1.C(N(CC)CC)C.C[Si]([N:41]=[C:42]=[O:43])(C)C.O. (9) Given the product [O:18]=[C:15]1[C:14]2[CH:19]=[CH:20][C:11]([CH:10]3[O:21][CH2:2][C@@H:3]4[CH2:4][N:5]([C:22]([O:24][C:25]([CH3:26])([CH3:27])[CH3:28])=[O:23])[CH2:6][CH2:7][N:8]4[CH2:9]3)=[CH:12][C:13]=2[CH2:17][O:16]1, predict the reactants needed to synthesize it. The reactants are: O[CH2:2][C@H:3]1[N:8]([CH2:9][CH:10]([OH:21])[C:11]2[CH:20]=[CH:19][C:14]3[C:15](=[O:18])[O:16][CH2:17][C:13]=3[CH:12]=2)[CH2:7][CH2:6][N:5]([C:22]([O:24][C:25]([CH3:28])([CH3:27])[CH3:26])=[O:23])[CH2:4]1.C(C=P(CCCC)(CCCC)CCCC)#N. (10) Given the product [F:30][C:2]([F:1])([F:31])[C:3]([C:12]1[CH:17]=[CH:16][C:15]([N:18]2[CH2:23][CH2:22][N:21]([CH2:24][CH2:25][N:37]3[C:33]([C:40]4[CH:45]=[CH:44][C:43]([O:46][CH:47]([CH3:49])[CH3:48])=[CH:42][CH:41]=4)([CH3:32])[C:34](=[O:39])[NH:35][C:36]3=[O:38])[CH2:20][CH2:19]2)=[C:14]([CH2:27][CH2:28][CH3:29])[CH:13]=1)([O:8][CH2:9][O:10][CH3:11])[C:4]([F:7])([F:6])[F:5], predict the reactants needed to synthesize it. The reactants are: [F:1][C:2]([F:31])([F:30])[C:3]([C:12]1[CH:17]=[CH:16][C:15]([N:18]2[CH2:23][CH2:22][N:21]([CH2:24][CH2:25]O)[CH2:20][CH2:19]2)=[C:14]([CH2:27][CH2:28][CH3:29])[CH:13]=1)([O:8][CH2:9][O:10][CH3:11])[C:4]([F:7])([F:6])[F:5].[CH3:32][C:33]1([C:40]2[CH:45]=[CH:44][C:43]([O:46][CH:47]([CH3:49])[CH3:48])=[CH:42][CH:41]=2)[NH:37][C:36](=[O:38])[NH:35][C:34]1=[O:39].C1(P(C2C=CC=CC=2)C2C=CC=CC=2)C=CC=CC=1.CCOC(/N=N/C(OCC)=O)=O.Cl.